Dataset: Peptide-MHC class I binding affinity with 185,985 pairs from IEDB/IMGT. Task: Regression. Given a peptide amino acid sequence and an MHC pseudo amino acid sequence, predict their binding affinity value. This is MHC class I binding data. (1) The MHC is HLA-A02:06 with pseudo-sequence HLA-A02:06. The peptide sequence is NTLIQYRQQL. The binding affinity (normalized) is 0.0806. (2) The peptide sequence is ASRGLWDSF. The MHC is HLA-B27:05 with pseudo-sequence HLA-B27:05. The binding affinity (normalized) is 0.0847. (3) The peptide sequence is IITPIVFYR. The MHC is HLA-A02:01 with pseudo-sequence HLA-A02:01. The binding affinity (normalized) is 0. (4) The peptide sequence is NHIEVELSL. The MHC is HLA-B38:01 with pseudo-sequence HLA-B38:01. The binding affinity (normalized) is 0.685.